This data is from Reaction yield outcomes from USPTO patents with 853,638 reactions. The task is: Predict the reaction yield, written as a fraction of the theoretical maximum amount of product (1.0 means a 100% yield; for example, 0.34 means a 34% yield). The reactants are [Br:1][C:2]1[CH:3]=[C:4]([CH:8]2[CH2:10][O:9]2)[CH:5]=[CH:6][CH:7]=1.[N:11]([Si](C)(C)C)=[N+:12]=[N-:13].CC(C)[O-].[Al+3].CC(C)[O-].CC(C)[O-].C(C(C(C([O-])=O)O)O)([O-])=O.[K+].[Na+]. The catalyst is C(Cl)Cl. The product is [N:11]([CH:8]([C:4]1[CH:5]=[CH:6][CH:7]=[C:2]([Br:1])[CH:3]=1)[CH2:10][OH:9])=[N+:12]=[N-:13]. The yield is 0.290.